Dataset: Full USPTO retrosynthesis dataset with 1.9M reactions from patents (1976-2016). Task: Predict the reactants needed to synthesize the given product. (1) Given the product [C:3]([O:7][C:8](=[O:9])[CH2:10][S:23]([C:26]1[CH:31]=[CH:30][C:29]([B:32]2[O:33][C:34]([CH3:40])([CH3:39])[C:35]([CH3:38])([CH3:37])[O:36]2)=[CH:28][CH:27]=1)(=[O:24])=[O:25])([CH3:6])([CH3:4])[CH3:5], predict the reactants needed to synthesize it. The reactants are: N#N.[C:3]([O:7][C:8]([C:10]1([S:23]([C:26]2[CH:31]=[CH:30][C:29]([B:32]3[O:36][C:35]([CH3:38])([CH3:37])[C:34]([CH3:40])([CH3:39])[O:33]3)=[CH:28][CH:27]=2)(=[O:25])=[O:24])CCN(CC2C=CC=CC=2)CC1)=[O:9])([CH3:6])([CH3:5])[CH3:4].C([O-])(=O)C.[K+]. (2) Given the product [C:2]([C:3]1[CH:4]=[C:5]([NH2:6])[N:10]([C:12]2[CH:17]=[N:16][C:15]([CH3:18])=[CH:14][CH:13]=2)[N:11]=1)([CH3:9])([CH3:8])[CH3:1], predict the reactants needed to synthesize it. The reactants are: [CH3:1][C:2]([CH3:9])([CH3:8])[C:3](=O)[CH2:4][C:5]#[N:6].[NH:10]([C:12]1[CH:13]=[CH:14][C:15]([CH3:18])=[N:16][CH:17]=1)[NH2:11]. (3) Given the product [C:13]([C:17]1[CH:18]=[CH:19][C:20]([S:23]([N:26]([C:27]2[CH:28]=[CH:29][C:30]([CH3:33])=[CH:31][CH:32]=2)[CH2:2][C:3]([N:9]([CH2:10][CH2:11][CH3:12])[CH2:6][CH2:7][CH3:8])=[O:4])(=[O:25])=[O:24])=[CH:21][CH:22]=1)([CH3:16])([CH3:15])[CH3:14], predict the reactants needed to synthesize it. The reactants are: Br[CH2:2][C:3](Br)=[O:4].[CH2:6]([NH:9][CH2:10][CH2:11][CH3:12])[CH2:7][CH3:8].[C:13]([C:17]1[CH:22]=[CH:21][C:20]([S:23]([NH:26][C:27]2[CH:32]=[CH:31][C:30]([CH3:33])=[CH:29][CH:28]=2)(=[O:25])=[O:24])=[CH:19][CH:18]=1)([CH3:16])([CH3:15])[CH3:14]. (4) Given the product [CH:1]([C:3]1[CH:8]=[CH:7][N:6]=[C:5]([CH2:9][O:10][C:11]([C@@H:13]2[CH2:18][CH2:17][CH2:16][N:15]([C:19](=[O:46])[C@@H:20]([NH:36][C:37](=[O:45])[C@@H:38]([NH:42][C:43](=[O:44])[C@H:50]([CH3:51])[C@H:49]([O:48][CH3:47])[CH2:55][CH2:56][CH:57]=[CH2:58])[CH:39]([CH3:41])[CH3:40])[CH2:21][C:22]3[CH:27]=[CH:26][CH:25]=[C:24]([O:28][Si:29]([C:32]([CH3:33])([CH3:34])[CH3:35])([CH3:31])[CH3:30])[CH:23]=3)[NH:14]2)=[O:12])[CH:4]=1)=[CH2:2], predict the reactants needed to synthesize it. The reactants are: [CH:1]([C:3]1[CH:8]=[CH:7][N:6]=[C:5]([CH2:9][O:10][C:11]([C@@H:13]2[CH2:18][CH2:17][CH2:16][N:15]([C:19](=[O:46])[C@@H:20]([NH:36][C:37](=[O:45])[C@@H:38]([NH:42][CH:43]=[O:44])[CH:39]([CH3:41])[CH3:40])[CH2:21][C:22]3[CH:27]=[CH:26][CH:25]=[C:24]([O:28][Si:29]([C:32]([CH3:35])([CH3:34])[CH3:33])([CH3:31])[CH3:30])[CH:23]=3)[NH:14]2)=[O:12])[CH:4]=1)=[CH2:2].[CH3:47][O:48][C@H:49]([CH2:55][CH2:56][CH:57]=[CH2:58])[C@@H:50](C)[C:51](O)=O.CCN=C=NCCCN(C)C.Cl.O.ON1C2C=CC=CC=2N=N1. (5) Given the product [Cl:1][C:2]1[C:11]2[C:6](=[CH:7][CH:8]=[C:9]([CH:12]([C:14]3[C:15]([CH3:21])=[N:16][C:17]([CH3:20])=[CH:18][CH:19]=3)[OH:13])[CH:10]=2)[N:5]=[C:4]([O:22][CH3:23])[C:3]=1[CH2:24][CH:25]([CH3:27])[CH3:26], predict the reactants needed to synthesize it. The reactants are: [Cl:1][C:2]1[C:11]2[C:6](=[CH:7][CH:8]=[C:9]([C:12]([C:14]3[C:15]([CH3:21])=[N:16][C:17]([CH3:20])=[CH:18][CH:19]=3)=[O:13])[CH:10]=2)[N:5]=[C:4]([O:22][CH3:23])[C:3]=1[CH2:24][CH:25]([CH3:27])[CH3:26].[Li]CCCC.CC1N=C(C)C=CC=1C=O. (6) The reactants are: [C:1]([O:5][C:6]([NH:8][C@@H:9]([C:36]([CH3:39])([CH3:38])[CH3:37])[C:10]([N:12]([C@@H:14]([CH:33]([CH3:35])[CH3:34])/[CH:15]=[C:16](\[CH3:32])/[C:17]([N:19]1[CH2:23][CH2:22][CH2:21][C@H:20]1[C@H:24]([O:30][CH3:31])[C@@H:25]([CH3:29])[C:26](O)=[O:27])=[O:18])[CH3:13])=[O:11])=[O:7])([CH3:4])([CH3:3])[CH3:2].[F:40][C:41]([F:56])([F:55])[C:42]([NH:44][C:45]1[CH:50]=[CH:49][C:48]([S:51](=[O:54])(=[O:53])[NH2:52])=[CH:47][CH:46]=1)=[O:43]. Given the product [CH3:31][O:30][C@@H:24]([C@@H:20]1[CH2:21][CH2:22][CH2:23][N:19]1[C:17](=[O:18])/[C:16](/[CH3:32])=[CH:15]/[C@@H:14]([N:12]([CH3:13])[C:10](=[O:11])[C@@H:9]([NH:8][C:6](=[O:7])[O:5][C:1]([CH3:3])([CH3:4])[CH3:2])[C:36]([CH3:37])([CH3:39])[CH3:38])[CH:33]([CH3:35])[CH3:34])[C@@H:25]([CH3:29])[C:26](=[O:27])[NH:52][S:51]([C:48]1[CH:49]=[CH:50][C:45]([NH:44][C:42](=[O:43])[C:41]([F:40])([F:56])[F:55])=[CH:46][CH:47]=1)(=[O:53])=[O:54], predict the reactants needed to synthesize it. (7) Given the product [Cl:1][C:2]1[CH:3]=[CH:4][C:5]([C:8]2[N:9]([C:10]3[CH:15]=[CH:14][C:13]([S:16]([CH3:19])(=[O:17])=[O:18])=[CH:12][CH:11]=3)[CH:31]=[C:30]([C:29]3[CH:34]=[CH:35][CH:36]=[C:27]([F:26])[CH:28]=3)[N:20]=2)=[CH:6][CH:7]=1, predict the reactants needed to synthesize it. The reactants are: [Cl:1][C:2]1[CH:7]=[CH:6][C:5]([C:8](=[NH:20])[NH:9][C:10]2[CH:15]=[CH:14][C:13]([S:16]([CH3:19])(=[O:18])=[O:17])=[CH:12][CH:11]=2)=[CH:4][CH:3]=1.C(=O)(O)[O-].[Na+].[F:26][C:27]1[CH:28]=[C:29]([CH:34]=[CH:35][CH:36]=1)[C:30](=O)[CH2:31]Br. (8) Given the product [CH2:18]([C:13]1=[N:14][NH:15][C:16](=[O:17])/[C:12]/1=[C:4]1\[NH:5][C:6]2[C:11]([C:2]([S:30][C:27]3[CH:26]=[CH:25][C:24]([NH:23][C:20](=[O:22])[CH3:21])=[CH:29][CH:28]=3)=[CH:3]\1)=[CH:10][CH:9]=[CH:8][CH:7]=2)[CH3:19], predict the reactants needed to synthesize it. The reactants are: Cl[C:2]1[C:11]2[C:6](=[CH:7][CH:8]=[CH:9][CH:10]=2)[NH:5]/[C:4](=[C:12]2/[C:13]([CH2:18][CH3:19])=[N:14][NH:15][C:16]/2=[O:17])/[CH:3]=1.[C:20]([NH:23][C:24]1[CH:29]=[CH:28][C:27]([SH:30])=[CH:26][CH:25]=1)(=[O:22])[CH3:21]. (9) Given the product [NH2:28][CH2:27][C:24]1[N:25]=[CH:26][C:21]([C:5]2[CH:6]=[C:7]3[C:11](=[CH:12][C:4]=2[NH2:1])[N:10]([CH2:13][O:14][CH2:15][CH2:16][Si:17]([CH3:20])([CH3:19])[CH3:18])[N:9]=[CH:8]3)=[CH:22][CH:23]=1, predict the reactants needed to synthesize it. The reactants are: [N+:1]([C:4]1[CH:12]=[C:11]2[C:7]([CH:8]=[N:9][N:10]2[CH2:13][O:14][CH2:15][CH2:16][Si:17]([CH3:20])([CH3:19])[CH3:18])=[CH:6][C:5]=1[C:21]1[CH:22]=[CH:23][C:24]([C:27]#[N:28])=[N:25][CH:26]=1)([O-])=O. (10) The reactants are: [NH2:1][C:2]1[N:10]=[CH:9][CH:8]=[CH:7][C:3]=1[C:4]([OH:6])=O.ON1C2C=CC=CC=2N=N1.CCN=C=NCCCN(C)C.[CH2:32]([C:36]1[CH:50]=[CH:49][C:39]([O:40][C:41]2[CH:48]=[CH:47][C:44]([CH2:45][NH2:46])=[CH:43][CH:42]=2)=[CH:38][CH:37]=1)[CH2:33][CH2:34][CH3:35].C(=O)(O)[O-].[Na+]. Given the product [CH2:32]([C:36]1[CH:50]=[CH:49][C:39]([O:40][C:41]2[CH:42]=[CH:43][C:44]([CH2:45][NH:46][C:4](=[O:6])[C:3]3[CH:7]=[CH:8][CH:9]=[N:10][C:2]=3[NH2:1])=[CH:47][CH:48]=2)=[CH:38][CH:37]=1)[CH2:33][CH2:34][CH3:35], predict the reactants needed to synthesize it.